Dataset: Full USPTO retrosynthesis dataset with 1.9M reactions from patents (1976-2016). Task: Predict the reactants needed to synthesize the given product. (1) Given the product [C:6]([O:28][C:27](=[O:30])[NH:14][C:10]1[S:11][CH2:12][CH2:13][C@:8]([C:6]2[CH:7]=[C:2]([C:22]3[CH:23]=[N:18][CH:19]=[N:20][CH:21]=3)[C:3]([F:17])=[CH:4][C:5]=2[F:16])([CH3:15])[N:9]=1)([CH3:8])([CH3:7])[CH3:5], predict the reactants needed to synthesize it. The reactants are: Br[C:2]1[C:3]([F:17])=[CH:4][C:5]([F:16])=[C:6]([C@:8]2([CH3:15])[CH2:13][CH2:12][S:11][C:10]([NH2:14])=[N:9]2)[CH:7]=1.[N:18]1[CH:23]=[C:22](B(O)O)[CH:21]=[N:20][CH:19]=1.[C:27](=[O:30])([O-])[O-:28].[Cs+].[Cs+]. (2) Given the product [CH2:1]([S:3]([C:6]1[CH:7]=[CH:8][C:9]([CH2:10][NH:11][C:12]([C:14]2[CH:15]=[C:16]3[CH2:22][N:21]([C:23]([O:25][C:26]([CH3:28])([CH3:27])[CH3:29])=[O:24])[C@@H:20]([CH:30]([CH3:31])[CH3:32])[C:17]3=[N:18][CH:19]=2)=[O:13])=[N:44][CH:34]=1)(=[O:5])=[O:4])[CH3:2], predict the reactants needed to synthesize it. The reactants are: [CH2:1]([S:3]([C:6]1[CH:34]=C[C:9]([CH2:10][NH:11][C:12]([C:14]2[CH:15]=[C:16]3[CH2:22][N:21]([C:23]([O:25][C:26]([CH3:29])([CH3:28])[CH3:27])=[O:24])[C@@H:20]([CH:30]([CH3:32])[CH3:31])[C:17]3=[N:18][CH:19]=2)=[O:13])=[CH:8][CH:7]=1)(=[O:5])=[O:4])[CH3:2].C(S(C1C=CC(CN)=[N:44]C=1)(=O)=O)C. (3) Given the product [C:16]([O:20][C:21]([N:23]1[CH2:28][CH2:27][CH:26]([N:29]([CH:30]2[CH2:31][CH2:32]2)[C:4](=[O:6])[C:3]2[CH:7]=[CH:8][C:9]([C:11]3[O:15][CH:14]=[N:13][CH:12]=3)=[CH:10][C:2]=2[F:1])[CH2:25][CH2:24]1)=[O:22])([CH3:19])([CH3:17])[CH3:18], predict the reactants needed to synthesize it. The reactants are: [F:1][C:2]1[CH:10]=[C:9]([C:11]2[O:15][CH:14]=[N:13][CH:12]=2)[CH:8]=[CH:7][C:3]=1[C:4]([OH:6])=O.[C:16]([O:20][C:21]([N:23]1[CH2:28][CH2:27][CH:26]([NH:29][CH:30]2[CH2:32][CH2:31]2)[CH2:25][CH2:24]1)=[O:22])([CH3:19])([CH3:18])[CH3:17]. (4) Given the product [C:18]1([C:15]2[CH:14]=[CH:13][C:12]([O:35][C:33](=[O:34])[N:32]([CH3:37])[C@H:28]3[C:29](=[O:31])[O:30][C@@H:27]3[CH2:49][CH3:50])=[CH:17][CH:16]=2)[CH:19]=[CH:20][CH:21]=[CH:22][CH:23]=1, predict the reactants needed to synthesize it. The reactants are: O[C@H](CC)[C@@H](N([C:12]1[CH:17]=[CH:16][C:15]([C:18]2[CH:23]=[CH:22][CH:21]=[CH:20][CH:19]=2)=[CH:14][CH:13]=1)C(OC)=O)C(O)=O.O[C@@H:27]([CH2:49][CH3:50])[C@@H:28]([N:32]([C:37]1C=CC(C2C=CC=CC=2)=CC=1)[C:33]([O:35]C)=[O:34])[C:29]([OH:31])=[O:30].CCN(CC)CC.CN(C(ON1N=NC2C=CC=CC1=2)=[N+](C)C)C.[B-](F)(F)(F)F. (5) Given the product [CH:7]([C:10]1[CH:11]=[CH:12][C:13]([C:16]2[C:1]([C:2]([Cl:4])=[O:3])=[CH:18][CH:19]=[CH:20][CH:21]=2)=[CH:14][CH:15]=1)([CH3:9])[CH3:8], predict the reactants needed to synthesize it. The reactants are: [C:1](Cl)(=O)[C:2]([Cl:4])=[O:3].[CH:7]([C:10]1[CH:15]=[CH:14][C:13]([C:16]2C(C(O)=O)=[CH:18][CH:19]=[CH:20][CH:21]=2)=[CH:12][CH:11]=1)([CH3:9])[CH3:8]. (6) The reactants are: C([O:3][C:4](=[O:23])[C@:5]([O:15][C:16]1[CH:21]=[CH:20][C:19]([F:22])=[CH:18][CH:17]=1)([CH3:14])[CH2:6][C:7]1[CH:12]=[CH:11][C:10]([OH:13])=[CH:9][CH:8]=1)C.[CH3:24][C:25]1[O:29][C:28]([C:30]2([CH3:36])[CH2:35][CH2:34][CH2:33][CH2:32][CH2:31]2)=[N:27][C:26]=1[CH2:37][CH2:38]OS(C1C=CC(C)=CC=1)(=O)=O. Given the product [F:22][C:19]1[CH:18]=[CH:17][C:16]([O:15][C@@:5]([CH3:14])([CH2:6][C:7]2[CH:8]=[CH:9][C:10]([O:13][CH2:38][CH2:37][C:26]3[N:27]=[C:28]([C:30]4([CH3:36])[CH2:35][CH2:34][CH2:33][CH2:32][CH2:31]4)[O:29][C:25]=3[CH3:24])=[CH:11][CH:12]=2)[C:4]([OH:3])=[O:23])=[CH:21][CH:20]=1, predict the reactants needed to synthesize it.